The task is: Predict the reactants needed to synthesize the given product.. This data is from Full USPTO retrosynthesis dataset with 1.9M reactions from patents (1976-2016). (1) Given the product [C:19]([O:18][C:16]([NH:15][C:12]1[S:13][CH:14]=[C:10]([C:7]2[S:6][C:5]([C:3]([OH:4])=[O:2])=[CH:9][CH:8]=2)[N:11]=1)=[O:17])([CH3:22])([CH3:20])[CH3:21], predict the reactants needed to synthesize it. The reactants are: C[O:2][C:3]([C:5]1[S:6][C:7]([C:10]2[N:11]=[C:12]([NH:15][C:16]([O:18][C:19]([CH3:22])([CH3:21])[CH3:20])=[O:17])[S:13][CH:14]=2)=[CH:8][CH:9]=1)=[O:4].CO.[Li+].[OH-]. (2) Given the product [Cl:30][C:24]1[CH:25]=[C:26]([F:29])[CH:27]=[CH:28][C:23]=1[C:22]([NH:21][C:17]1[CH:18]=[CH:19][CH:20]=[C:15]([O:14][CH:11]2[CH2:12][CH2:13][NH:8][CH:9]([CH3:32])[CH2:10]2)[CH:16]=1)=[O:31], predict the reactants needed to synthesize it. The reactants are: C(OC([N:8]1[CH2:13][CH2:12][CH:11]([O:14][C:15]2[CH:20]=[CH:19][CH:18]=[C:17]([NH:21][C:22](=[O:31])[C:23]3[CH:28]=[CH:27][C:26]([F:29])=[CH:25][C:24]=3[Cl:30])[CH:16]=2)[CH2:10][CH:9]1[CH3:32])=O)(C)(C)C.O.C1(C)C=CC(S(O)(=O)=O)=CC=1. (3) The reactants are: CO[C:3]1[CH:8]=[CH:7][C:6](B(O)O)=[CH:5][N:4]=1.[C:12](=O)([O-])[O-:13].[Na+].[Na+].Br[C:19]1[N:24]=[C:23]([C:25]2[N:34]=[CH:33][C:32]3[CH2:31][CH2:30][CH2:29][CH2:28][C:27]=3[N:26]=2)[CH:22]=[CH:21][C:20]=1[CH3:35]. Given the product [CH3:12][O:13][C:6]1[CH:7]=[CH:8][C:3]([C:19]2[C:20]([CH3:35])=[CH:21][CH:22]=[C:23]([C:25]3[N:34]=[CH:33][C:32]4[CH2:31][CH2:30][CH2:29][CH2:28][C:27]=4[N:26]=3)[N:24]=2)=[N:4][CH:5]=1, predict the reactants needed to synthesize it. (4) Given the product [CH3:21][C:22]1[CH:26]=[C:25]([CH3:27])[N:24]([C:2]2[N:7]=[C:6]([NH:15][C:14]3[CH:16]=[CH:17][CH:18]=[C:12]([C:11]([F:19])([F:20])[F:10])[CH:13]=3)[CH:5]=[C:4]([CH3:9])[N:3]=2)[N:23]=1, predict the reactants needed to synthesize it. The reactants are: Cl[C:2]1[N:7]=[C:6](Cl)[CH:5]=[C:4]([CH3:9])[N:3]=1.[F:10][C:11]([F:20])([F:19])[C:12]1[CH:13]=[C:14]([CH:16]=[CH:17][CH:18]=1)[NH2:15].[CH3:21][C:22]1[CH:26]=[C:25]([CH3:27])[NH:24][N:23]=1.